The task is: Predict the product of the given reaction.. This data is from Forward reaction prediction with 1.9M reactions from USPTO patents (1976-2016). (1) Given the reactants [CH:1]1([NH:5][S:6]([C:9]2[CH:10]=[C:11]3[C:16](=[CH:17][CH:18]=2)[NH:15][CH:14]([C:19]2[CH:24]=[CH:23][CH:22]=[C:21](Br)[CH:20]=2)[CH2:13][C:12]3([CH3:27])[CH3:26])(=[O:8])=[O:7])[CH2:4][CH2:3][CH2:2]1.Cl.CN(C)CC(O)=O.[NH:36]1[CH2:41][CH2:40][O:39][CH2:38][CH2:37]1.C(=O)([O-])[O-].[K+].[K+], predict the reaction product. The product is: [CH:1]1([NH:5][S:6]([C:9]2[CH:10]=[C:11]3[C:16](=[CH:17][CH:18]=2)[NH:15][CH:14]([C:19]2[CH:24]=[CH:23][CH:22]=[C:21]([N:36]4[CH2:41][CH2:40][O:39][CH2:38][CH2:37]4)[CH:20]=2)[CH2:13][C:12]3([CH3:27])[CH3:26])(=[O:8])=[O:7])[CH2:4][CH2:3][CH2:2]1. (2) Given the reactants [NH2:1][C:2]1[CH:20]=[CH:19][C:5]([O:6][C:7]2[C:12]3[NH:13][C:14](=[O:18])[C:15](=[O:17])[NH:16][C:11]=3[N:10]=[CH:9][CH:8]=2)=[CH:4][C:3]=1[F:21].[C:22]([C:26]1[CH:30]=[C:29]([N:31]=[C:32]=[O:33])[N:28]([C:34]2[CH:39]=[CH:38][C:37]([S:40]([CH3:43])(=[O:42])=[O:41])=[CH:36][CH:35]=2)[N:27]=1)([CH3:25])([CH3:24])[CH3:23].C(Cl)Cl, predict the reaction product. The product is: [C:22]([C:26]1[CH:30]=[C:29]([NH:31][C:32]([NH:1][C:2]2[CH:20]=[CH:19][C:5]([O:6][C:7]3[C:12]4[NH:13][C:14](=[O:18])[C:15](=[O:17])[NH:16][C:11]=4[N:10]=[CH:9][CH:8]=3)=[CH:4][C:3]=2[F:21])=[O:33])[N:28]([C:34]2[CH:39]=[CH:38][C:37]([S:40]([CH3:43])(=[O:42])=[O:41])=[CH:36][CH:35]=2)[N:27]=1)([CH3:25])([CH3:23])[CH3:24]. (3) Given the reactants [Cl-].[Cl-].[Cl-].[Al+3].[Cl:5][C:6]1[CH:15]=[N:14][C:13]2[C:8](=[CH:9][CH:10]=[C:11]([O:16]C)[CH:12]=2)[N:7]=1.C1(C)C=CC=CC=1.CCCCCC.C(OCC)(=O)C, predict the reaction product. The product is: [Cl:5][C:6]1[CH:15]=[N:14][C:13]2[C:8](=[CH:9][CH:10]=[C:11]([OH:16])[CH:12]=2)[N:7]=1. (4) Given the reactants Cl.[CH3:2][CH:3]1[CH2:7][CH2:6][CH2:5][N:4]1[CH2:8][C:9]([OH:11])=O.[NH2:12][C@@H:13]([CH2:31][O:32][CH2:33][C:34]1[CH:39]=[CH:38][CH:37]=[CH:36][CH:35]=1)[C:14]([NH:16][C:17]1[CH:22]=[CH:21][C:20]([O:23][C:24]2[CH:29]=[CH:28][C:27]([F:30])=[CH:26][CH:25]=2)=[CH:19][CH:18]=1)=[O:15], predict the reaction product. The product is: [CH2:33]([O:32][CH2:31][C@H:13]([NH:12][C:9](=[O:11])[CH2:8][N:4]1[CH2:5][CH2:6][CH2:7][CH:3]1[CH3:2])[C:14]([NH:16][C:17]1[CH:22]=[CH:21][C:20]([O:23][C:24]2[CH:29]=[CH:28][C:27]([F:30])=[CH:26][CH:25]=2)=[CH:19][CH:18]=1)=[O:15])[C:34]1[CH:39]=[CH:38][CH:37]=[CH:36][CH:35]=1.